This data is from NCI-60 drug combinations with 297,098 pairs across 59 cell lines. The task is: Regression. Given two drug SMILES strings and cell line genomic features, predict the synergy score measuring deviation from expected non-interaction effect. (1) Drug 1: C1CN1P(=S)(N2CC2)N3CC3. Drug 2: CC1=C(C(CCC1)(C)C)C=CC(=CC=CC(=CC(=O)O)C)C. Cell line: SF-268. Synergy scores: CSS=12.4, Synergy_ZIP=-11.6, Synergy_Bliss=-15.7, Synergy_Loewe=-31.0, Synergy_HSA=-11.4. (2) Drug 1: C1CCC(C1)C(CC#N)N2C=C(C=N2)C3=C4C=CNC4=NC=N3. Drug 2: CC1C(C(CC(O1)OC2CC(OC(C2O)C)OC3=CC4=CC5=C(C(=O)C(C(C5)C(C(=O)C(C(C)O)O)OC)OC6CC(C(C(O6)C)O)OC7CC(C(C(O7)C)O)OC8CC(C(C(O8)C)O)(C)O)C(=C4C(=C3C)O)O)O)O. Cell line: SNB-75. Synergy scores: CSS=0.235, Synergy_ZIP=2.18, Synergy_Bliss=2.64, Synergy_Loewe=0.875, Synergy_HSA=-0.929.